This data is from Full USPTO retrosynthesis dataset with 1.9M reactions from patents (1976-2016). The task is: Predict the reactants needed to synthesize the given product. (1) Given the product [CH2:20]([O:27][C:28]([N:30]1[CH2:36][CH:35]([OH:37])[CH:34]([NH2:38])[CH2:33][CH2:32][CH:31]1[CH3:41])=[O:29])[C:21]1[CH:22]=[CH:23][CH:24]=[CH:25][CH:26]=1, predict the reactants needed to synthesize it. The reactants are: C1(P(C2C=CC=CC=2)C2C=CC=CC=2)C=CC=CC=1.[CH2:20]([O:27][C:28]([N:30]1[CH2:36][CH:35]([OH:37])[CH:34]([N:38]=[N+]=[N-])[CH2:33][CH2:32][CH:31]1[CH3:41])=[O:29])[C:21]1[CH:26]=[CH:25][CH:24]=[CH:23][CH:22]=1. (2) The reactants are: [OH:1][C:2]1[CH:7]=[CH:6][C:5]([C:8]2[C:9]([Cl:28])=[C:10]([C:24]([Cl:27])=[CH:25][CH:26]=2)[CH2:11][CH:12]2[CH2:16][CH2:15][N:14]([CH:17]3[CH2:22][CH2:21][CH2:20][CH2:19][CH2:18]3)[C:13]2=[O:23])=[CH:4][CH:3]=1.[I-].[Na+].C(=O)([O-])[O-].[Cs+].[Cs+].Cl.Br[CH2:39][CH2:40][CH2:41][N:42]([CH3:44])[CH3:43].Cl. Given the product [ClH:27].[CH:17]1([N:14]2[CH2:15][CH2:16][CH:12]([CH2:11][C:10]3[C:9]([Cl:28])=[C:8]([C:5]4[CH:6]=[CH:7][C:2]([O:1][CH2:39][CH2:40][CH2:41][N:42]([CH3:44])[CH3:43])=[CH:3][CH:4]=4)[CH:26]=[CH:25][C:24]=3[Cl:27])[C:13]2=[O:23])[CH2:18][CH2:19][CH2:20][CH2:21][CH2:22]1, predict the reactants needed to synthesize it. (3) The reactants are: Br[C:2]1[S:3][C:4]([C:7]([NH:9][C:10]2[S:11][C:12]([C:15](=[O:29])[NH:16][C:17]3[S:18][CH:19]=[C:20]([C:22]4[CH:27]=[CH:26][C:25]([CH3:28])=[CH:24][CH:23]=4)[N:21]=3)=[CH:13][N:14]=2)=[O:8])=[CH:5][N:6]=1. Given the product [CH2:5]([NH:6][C:2]1[S:3][C:4]([C:7]([NH:9][C:10]2[S:11][C:12]([C:15](=[O:29])[NH:16][C:17]3[S:18][CH:19]=[C:20]([C:22]4[CH:27]=[CH:26][C:25]([CH3:28])=[CH:24][CH:23]=4)[N:21]=3)=[CH:13][N:14]=2)=[O:8])=[CH:5][N:6]=1)[CH2:4][CH3:7], predict the reactants needed to synthesize it. (4) Given the product [F:1][C:2]1[CH:7]=[CH:6][C:5]([F:8])=[CH:4][C:3]=1[C@H:9]1[CH2:13][CH2:12][CH2:11][N:10]1[C:14]1[CH:19]=[CH:18][N:17]2[N:20]=[CH:21][C:22]([NH:23][C:25](=[O:30])[C:26]([N:33]([CH3:34])[CH3:32])=[O:27])=[C:16]2[N:15]=1, predict the reactants needed to synthesize it. The reactants are: [F:1][C:2]1[CH:7]=[CH:6][C:5]([F:8])=[CH:4][C:3]=1[C@H:9]1[CH2:13][CH2:12][CH2:11][N:10]1[C:14]1[CH:19]=[CH:18][N:17]2[N:20]=[CH:21][C:22]([NH2:23])=[C:16]2[N:15]=1.Cl[C:25](=[O:30])[C:26](OC)=[O:27].C[CH2:32][N:33](C(C)C)[CH:34](C)C.CNC. (5) Given the product [NH2:1][C:2]1[N:3]=[C:4]([S:27][CH2:30][C:31]2[CH:36]=[CH:35][N:34]=[C:33]([C:37]([NH:39][CH3:40])=[O:38])[CH:32]=2)[C:5]([C:25]#[N:26])=[C:6]([C:10]2[CH:15]=[CH:14][C:13]([O:16][CH2:17][C@H:18]3[CH2:22][O:21][C:20]([CH3:23])([CH3:24])[O:19]3)=[CH:12][CH:11]=2)[C:7]=1[C:8]#[N:9], predict the reactants needed to synthesize it. The reactants are: [NH2:1][C:2]1[C:7]([C:8]#[N:9])=[C:6]([C:10]2[CH:15]=[CH:14][C:13]([O:16][CH2:17][C@H:18]3[CH2:22][O:21][C:20]([CH3:24])([CH3:23])[O:19]3)=[CH:12][CH:11]=2)[C:5]([C:25]#[N:26])=[C:4]([SH:27])[N:3]=1.Cl.Cl[CH2:30][C:31]1[CH:36]=[CH:35][N:34]=[C:33]([C:37]([NH:39][CH3:40])=[O:38])[CH:32]=1.C(=O)(O)[O-].[Na+].O. (6) Given the product [CH:1]1([N:4]2[C:8]3[C:9]([O:22][C@@H:23]([C@H:25]4[CH2:29][NH:28][C:27](=[O:30])[CH2:26]4)[CH3:24])=[N:10][C:11]([C:32]4[S:36][C:35]([C:37]([F:40])([F:39])[F:38])=[N:34][CH:33]=4)=[CH:12][C:7]=3[N:6]=[CH:5]2)[CH2:2][CH2:3]1, predict the reactants needed to synthesize it. The reactants are: [CH:1]1([N:4]2[C:8]3[C:9]([O:22][C@@H:23]([C@H:25]4[CH2:29][NH:28][C:27](=[O:30])[CH2:26]4)[CH3:24])=[N:10][C:11](B4OC(C)(C)C(C)(C)O4)=[CH:12][C:7]=3[N:6]=[CH:5]2)[CH2:3][CH2:2]1.Br[C:32]1[S:36][C:35]([C:37]([F:40])([F:39])[F:38])=[N:34][CH:33]=1.C([O-])([O-])=O.[Na+].[Na+].N#N. (7) The reactants are: [S:1]1[CH2:6][CH2:5][CH:4]([OH:7])[CH2:3][CH2:2]1.C(N(CC)CC)C.ClCCl.[C:18]1([CH3:28])[CH:23]=[CH:22][C:21]([S:24](Cl)(=[O:26])=[O:25])=[CH:20][CH:19]=1. Given the product [S:1]1[CH2:6][CH2:5][CH:4]([O:7][S:24]([C:21]2[CH:22]=[CH:23][C:18]([CH3:28])=[CH:19][CH:20]=2)(=[O:26])=[O:25])[CH2:3][CH2:2]1, predict the reactants needed to synthesize it.